Dataset: Forward reaction prediction with 1.9M reactions from USPTO patents (1976-2016). Task: Predict the product of the given reaction. Given the reactants [C:1]1([Si:7]([C:46]2[CH:51]=[CH:50][CH:49]=[CH:48][CH:47]=2)([C:40]2[CH:45]=[CH:44][CH:43]=[CH:42][CH:41]=2)[C:8]2[CH:39]=[CH:38][C:11]3[O:12][C:13]4[CH:18]=[CH:17][C:16]([Si:19]([C:32]5[CH:37]=[CH:36][CH:35]=[CH:34][CH:33]=5)([C:26]5[CH:31]=[CH:30][CH:29]=[CH:28][CH:27]=5)[C:20]5[CH:25]=[CH:24][CH:23]=[CH:22][CH:21]=5)=[CH:15][C:14]=4[C:10]=3[CH:9]=2)[CH:6]=[CH:5][CH:4]=[CH:3][CH:2]=1.CN([CH:55]=[O:56])C.Cl, predict the reaction product. The product is: [C:32]1([Si:19]([C:20]2[CH:25]=[CH:24][CH:23]=[CH:22][CH:21]=2)([C:26]2[CH:31]=[CH:30][CH:29]=[CH:28][CH:27]=2)[C:16]2[CH:17]=[C:18]([CH:55]=[O:56])[C:13]3[O:12][C:11]4[CH:38]=[CH:39][C:8]([Si:7]([C:1]5[CH:2]=[CH:3][CH:4]=[CH:5][CH:6]=5)([C:40]5[CH:41]=[CH:42][CH:43]=[CH:44][CH:45]=5)[C:46]5[CH:47]=[CH:48][CH:49]=[CH:50][CH:51]=5)=[CH:9][C:10]=4[C:14]=3[CH:15]=2)[CH:33]=[CH:34][CH:35]=[CH:36][CH:37]=1.